From a dataset of Forward reaction prediction with 1.9M reactions from USPTO patents (1976-2016). Predict the product of the given reaction. (1) Given the reactants [OH-].[Na+].[CH3:3][O:4][C:5]1[CH:10]=[CH:9][CH:8]=[CH:7][C:6]=1[C:11]1[CH:16]=[CH:15][C:14]([C:17]([O:19]C)=[O:18])=[CH:13][C:12]=1[CH3:21], predict the reaction product. The product is: [CH3:3][O:4][C:5]1[CH:10]=[CH:9][CH:8]=[CH:7][C:6]=1[C:11]1[CH:16]=[CH:15][C:14]([C:17]([OH:19])=[O:18])=[CH:13][C:12]=1[CH3:21]. (2) Given the reactants F[C:2]1[CH:3]=[CH:4][C:5]([N+:14]([O-:16])=[O:15])=[C:6]([CH:13]=1)[O:7][CH2:8][C:9]1([CH3:12])[CH2:11][O:10]1.CS(C)=[O:19].[OH-].[K+].O, predict the reaction product. The product is: [CH3:12][C:9]1([CH2:8][O:7][C:6]2[CH:13]=[C:2]([OH:19])[CH:3]=[CH:4][C:5]=2[N+:14]([O-:16])=[O:15])[CH2:11][O:10]1. (3) The product is: [Cl:1][C:2]1[N:7]=[C:6]([C:8]([NH:12][C:13]2[C:14]([CH3:25])=[CH:15][C:16]([C:17]([O:19][CH2:20][CH3:21])=[O:18])=[CH:22][C:23]=2[CH3:24])=[O:10])[C:5]([CH3:11])=[CH:4][CH:3]=1. Given the reactants [Cl:1][C:2]1[N:7]=[C:6]([C:8]([OH:10])=O)[C:5]([CH3:11])=[CH:4][CH:3]=1.[NH2:12][C:13]1[C:23]([CH3:24])=[CH:22][C:16]([C:17]([O:19][CH2:20][CH3:21])=[O:18])=[CH:15][C:14]=1[CH3:25].C(N(CC)C(C)C)(C)C.CCCP1(OP(CCC)(=O)OP(CCC)(=O)O1)=O, predict the reaction product. (4) Given the reactants [Cl:1][C:2]1[N:7]=[CH:6][C:5]([O:8][C:9]([CH3:16])([CH3:15])[C:10](OCC)=[O:11])=[CH:4][CH:3]=1.C(#N)C.C(=O)=O.[H-].[Al+3].[Li+].[H-].[H-].[H-], predict the reaction product. The product is: [Cl:1][C:2]1[N:7]=[CH:6][C:5]([O:8][C:9]([CH3:16])([CH3:15])[CH2:10][OH:11])=[CH:4][CH:3]=1.